The task is: Predict the product of the given reaction.. This data is from Forward reaction prediction with 1.9M reactions from USPTO patents (1976-2016). (1) Given the reactants [CH3:1][O:2][C:3]1[CH:8]=[C:7]([S:9]([CH2:12][C:13]2[CH:18]=[CH:17][C:16]([O:19][CH3:20])=[C:15]([N+:21]([O-])=O)[CH:14]=2)(=[O:11])=[O:10])[CH:6]=[C:5]([O:24][CH3:25])[C:4]=1[O:26][CH3:27].O.O.Cl[Sn]Cl, predict the reaction product. The product is: [CH3:20][O:19][C:16]1[CH:17]=[CH:18][C:13]([CH2:12][S:9]([C:7]2[CH:6]=[C:5]([O:24][CH3:25])[C:4]([O:26][CH3:27])=[C:3]([O:2][CH3:1])[CH:8]=2)(=[O:11])=[O:10])=[CH:14][C:15]=1[NH2:21]. (2) Given the reactants C(OC)(=O)C1C(=CC=CC=1)O.C1(P(C2C=CC=CC=2)C2C=CC=CC=2)C=CC=CC=1.CN(C)C(N=NC(N(C)C)=O)=O.C([NH:62][C:63]1[S:64][CH:65]=[C:66]([CH2:68][CH2:69][O:70][C:71]2[CH:80]=[CH:79][CH:78]=[CH:77][C:72]=2[C:73]([O:75][CH3:76])=[O:74])[N:67]=1)(C1C=CC=CC=1)(C1C=CC=CC=1)C1C=CC=CC=1.Cl, predict the reaction product. The product is: [NH2:62][C:63]1[S:64][CH:65]=[C:66]([CH2:68][CH2:69][O:70][C:71]2[CH:80]=[CH:79][CH:78]=[CH:77][C:72]=2[C:73]([O:75][CH3:76])=[O:74])[N:67]=1. (3) Given the reactants [Cl:1][C:2]1[CH:7]=[CH:6][C:5]([C:8]2[C:14]3[C:15]([CH3:19])=[C:16]([CH3:18])[S:17][C:13]=3[N:12]3[C:20]([CH3:23])=[N:21][N:22]=[C:11]3[C@@:10]3([CH2:25][C@H:24]3[CH:26]=[O:27])[N:9]=2)=[CH:4][CH:3]=1.CC(=CC)C.Cl([O-])=[O:34].[Na+], predict the reaction product. The product is: [Cl:1][C:2]1[CH:3]=[CH:4][C:5]([C:8]2[C:14]3[C:15]([CH3:19])=[C:16]([CH3:18])[S:17][C:13]=3[N:12]3[C:20]([CH3:23])=[N:21][N:22]=[C:11]3[C@@:10]3([CH2:25][C@H:24]3[C:26]([OH:34])=[O:27])[N:9]=2)=[CH:6][CH:7]=1. (4) Given the reactants [F:1][C:2]1[CH:3]=[C:4]([N:9]2[C:14](=[O:15])[C:13]([O:16]S(C3C=CC(C)=CC=3)(=O)=O)=[C:12]([C:27]3[CH:32]=[CH:31][C:30]([S:33]([CH3:36])(=[O:35])=[O:34])=[CH:29][CH:28]=3)[CH:11]=[N:10]2)[CH:5]=[CH:6][C:7]=1[F:8].[CH2:37]([CH:39]([CH2:42][CH2:43][CH2:44]C)[CH2:40]O)C, predict the reaction product. The product is: [F:1][C:2]1[CH:3]=[C:4]([N:9]2[C:14](=[O:15])[C:13]([O:16][CH:43]([CH2:42][CH:39]([CH3:40])[CH3:37])[CH3:44])=[C:12]([C:27]3[CH:32]=[CH:31][C:30]([S:33]([CH3:36])(=[O:34])=[O:35])=[CH:29][CH:28]=3)[CH:11]=[N:10]2)[CH:5]=[CH:6][C:7]=1[F:8]. (5) Given the reactants [Cl:1][C:2]1[CH:3]=[C:4]([C:16]([NH:18][C@H:19]([C:21]2[CH:29]=[CH:28][C:24]([C:25](O)=[O:26])=[CH:23][CH:22]=2)[CH3:20])=[O:17])[C:5]([O:8][C:9]2[CH:14]=[CH:13][C:12]([F:15])=[CH:11][CH:10]=2)=[N:6][CH:7]=1.[CH3:30][S:31]([NH2:34])(=[O:33])=[O:32].Cl.CN(C)CCCN=C=NCC, predict the reaction product. The product is: [Cl:1][C:2]1[CH:7]=[N:6][C:5]([O:8][C:9]2[CH:14]=[CH:13][C:12]([F:15])=[CH:11][CH:10]=2)=[C:4]([CH:3]=1)[C:16]([NH:18][C@H:19]([C:21]1[CH:29]=[CH:28][C:24]([C:25]([NH:34][S:31]([CH3:30])(=[O:33])=[O:32])=[O:26])=[CH:23][CH:22]=1)[CH3:20])=[O:17].